Task: Predict the reactants needed to synthesize the given product.. Dataset: Full USPTO retrosynthesis dataset with 1.9M reactions from patents (1976-2016) (1) Given the product [CH2:9]([C:5]1[CH:6]=[CH:7][CH:8]=[C:3]([CH2:1][CH3:2])[C:4]=1[NH:11][C:12]([C:14]1[C:18]2[CH2:19][CH2:20][C:21]3[CH:22]=[N:23][C:24]([NH:27][C:28]4[CH:40]=[CH:39][C:31]([C:32]([OH:34])=[O:33])=[CH:30][C:29]=4[O:41][CH3:42])=[N:25][C:26]=3[C:17]=2[N:16]([CH3:43])[N:15]=1)=[O:13])[CH3:10], predict the reactants needed to synthesize it. The reactants are: [CH2:1]([C:3]1[CH:8]=[CH:7][CH:6]=[C:5]([CH2:9][CH3:10])[C:4]=1[NH:11][C:12]([C:14]1[C:18]2[CH2:19][CH2:20][C:21]3[CH:22]=[N:23][C:24]([NH:27][C:28]4[CH:40]=[CH:39][C:31]([C:32]([O:34]C(C)(C)C)=[O:33])=[CH:30][C:29]=4[O:41][CH3:42])=[N:25][C:26]=3[C:17]=2[N:16]([CH3:43])[N:15]=1)=[O:13])[CH3:2].O. (2) Given the product [ClH:1].[NH2:14][CH:12]([C:11]1[C:2](=[O:24])[NH:3][C:4]2[C:9]([CH:10]=1)=[CH:8][C:7]([Cl:21])=[C:6]([F:22])[CH:5]=2)[CH3:13], predict the reactants needed to synthesize it. The reactants are: [Cl:1][C:2]1[C:11]([CH:12]([NH:14]S(C(C)(C)C)=O)[CH3:13])=[CH:10][C:9]2[C:4](=[CH:5][C:6]([F:22])=[C:7]([Cl:21])[CH:8]=2)[N:3]=1.Cl.[O:24]1CCOCC1. (3) The reactants are: [Si]([O:8][CH2:9][C:10]1[C:11](Cl)=[CH:12][C:13]([C:16]2[CH:17]=[N:18][C:19]([C:22]([F:25])([F:24])[F:23])=[N:20][CH:21]=2)=[N:14][CH:15]=1)(C(C)(C)C)(C)C.FB([CH2:31][NH:32][C:33](=[O:39])[O:34][C:35]([CH3:38])([CH3:37])[CH3:36])(F)F.[K].COC1C=CC=C(OC)C=1C1C=CC=CC=1P(C1CCCCC1)C1CCCCC1.C(=O)([O-])[O-].[Na+].[Na+]. Given the product [OH:8][CH2:9][C:10]1[C:11]([CH2:31][NH:32][C:33](=[O:39])[O:34][C:35]([CH3:38])([CH3:37])[CH3:36])=[CH:12][C:13]([C:16]2[CH:21]=[N:20][C:19]([C:22]([F:23])([F:24])[F:25])=[N:18][CH:17]=2)=[N:14][CH:15]=1, predict the reactants needed to synthesize it. (4) Given the product [Cl:1][C:2]1[CH:3]=[C:4]([C:9](=[O:11])[CH2:10][CH2:23][CH2:24][CH2:25][O:26][CH3:27])[CH:5]=[CH:6][C:7]=1[Cl:8], predict the reactants needed to synthesize it. The reactants are: [Cl:1][C:2]1[CH:3]=[C:4]([C:9](=[O:11])[CH3:10])[CH:5]=[CH:6][C:7]=1[Cl:8].[Li+].C[Si]([N-][Si](C)(C)C)(C)C.Br[CH2:23][CH2:24][CH2:25][O:26][CH3:27].